From a dataset of Full USPTO retrosynthesis dataset with 1.9M reactions from patents (1976-2016). Predict the reactants needed to synthesize the given product. (1) Given the product [Cl:1][C:2]1[CH:10]=[CH:9][C:5]([C:6]2[C:36]([C:37]3[NH:38][CH:39]=[CH:40][N:41]=3)=[CH:35][N:34]=[C:33]([NH:42][CH2:43][CH2:44][NH:45][C:13]3[CH:18]=[CH:17][C:16]([C:19]([F:22])([F:21])[F:20])=[CH:15][N:14]=3)[N:32]=2)=[C:4]([CH3:11])[CH:3]=1, predict the reactants needed to synthesize it. The reactants are: [Cl:1][C:2]1[CH:10]=[CH:9][C:5]([C:6](Cl)=O)=[C:4]([CH3:11])[CH:3]=1.Cl[C:13]1[CH:18]=[CH:17][C:16]([C:19]([F:22])([F:21])[F:20])=[CH:15][N:14]=1.ClC1C=C(Cl)C=CC=1C1[C:36]([C:37]2[NH:38][CH:39]=[CH:40][N:41]=2)=[CH:35][N:34]=[C:33]([NH:42][CH2:43][CH2:44][NH:45]C2C=CC([N+]([O-])=O)=CN=2)[N:32]=1. (2) The reactants are: Br[CH2:2][CH2:3][CH2:4][N:5]1[C:13]2[C:8](=[CH:9][C:10]([Cl:14])=[CH:11][CH:12]=2)[CH:7]=[C:6]1[CH2:15][N:16]1[C:20]2=[CH:21][N:22]=[CH:23][CH:24]=[C:19]2[C:18]2([CH2:26][CH2:25]2)[C:17]1=[O:27].C(=O)([O-])[O-].[Cs+].[Cs+].[NH:34]1[CH2:38][CH2:37][C@@H:36]([OH:39])[CH2:35]1. Given the product [Cl:14][C:10]1[CH:9]=[C:8]2[C:13](=[CH:12][CH:11]=1)[N:5]([CH2:4][CH2:3][CH2:2][N:34]1[CH2:38][CH2:37][C@@H:36]([OH:39])[CH2:35]1)[C:6]([CH2:15][N:16]1[C:20]3=[CH:21][N:22]=[CH:23][CH:24]=[C:19]3[C:18]3([CH2:25][CH2:26]3)[C:17]1=[O:27])=[CH:7]2, predict the reactants needed to synthesize it. (3) The reactants are: [C:1]([O:5][CH3:6])(=[O:4])[CH2:2][CH3:3].[Li+].CC([N-]C(C)C)C.[CH3:15][C:16]([S:19]([N:21]=[C:22]1[CH2:25][O:24][CH2:23]1)=[O:20])([CH3:18])[CH3:17]. Given the product [C:16]([S:19]([NH:21][C:22]1([CH:2]([CH3:3])[C:1]([O:5][CH3:6])=[O:4])[CH2:25][O:24][CH2:23]1)=[O:20])([CH3:15])([CH3:17])[CH3:18], predict the reactants needed to synthesize it. (4) Given the product [O-:17][S:15]([C:18]([F:21])([F:20])[F:19])(=[O:16])=[O:14].[Cl:1][CH2:2][N:3]1[CH:7]=[C:6]([C:8]2[CH:9]=[CH:10][CH:11]=[CH:12][CH:13]=2)[N+:5]([CH3:18])=[N:4]1, predict the reactants needed to synthesize it. The reactants are: [Cl:1][CH2:2][N:3]1[CH:7]=[C:6]([C:8]2[CH:13]=[CH:12][CH:11]=[CH:10][CH:9]=2)[N:5]=[N:4]1.[O:14](C)[S:15]([C:18]([F:21])([F:20])[F:19])(=[O:17])=[O:16]. (5) The reactants are: [CH:1](B1OC(C)(C)C(C)(C)O1)=[CH2:2].C(=O)([O-])[O-].[K+].[K+].[OH:18][C@@H:19]1[C@@H:24]([C:25]2[CH:30]=[CH:29][C:28](OS(C(F)(F)F)(=O)=O)=[CH:27][CH:26]=2)[C@H:23]([O:39][Si:40]([CH:47]([CH3:49])[CH3:48])([CH:44]([CH3:46])[CH3:45])[CH:41]([CH3:43])[CH3:42])[CH2:22][N:21]([C:50]([O:52][CH2:53][C:54]2[CH:59]=[CH:58][CH:57]=[CH:56][CH:55]=2)=[O:51])[CH2:20]1. Given the product [OH:18][C@@H:19]1[C@@H:24]([C:25]2[CH:30]=[CH:29][C:28]([CH:1]=[CH2:2])=[CH:27][CH:26]=2)[C@H:23]([O:39][Si:40]([CH:47]([CH3:48])[CH3:49])([CH:44]([CH3:45])[CH3:46])[CH:41]([CH3:43])[CH3:42])[CH2:22][N:21]([C:50]([O:52][CH2:53][C:54]2[CH:59]=[CH:58][CH:57]=[CH:56][CH:55]=2)=[O:51])[CH2:20]1, predict the reactants needed to synthesize it. (6) Given the product [C:1]([O:5][C:6]([N:8]([CH3:22])[CH:9]1[CH:13]([O:14][CH3:23])[CH2:12][N:11]([C:15]([O:17][C:18]([CH3:21])([CH3:20])[CH3:19])=[O:16])[CH2:10]1)=[O:7])([CH3:4])([CH3:3])[CH3:2], predict the reactants needed to synthesize it. The reactants are: [C:1]([O:5][C:6]([N:8]([CH3:22])[CH:9]1[CH:13]([OH:14])[CH2:12][N:11]([C:15]([O:17][C:18]([CH3:21])([CH3:20])[CH3:19])=[O:16])[CH2:10]1)=[O:7])([CH3:4])([CH3:3])[CH3:2].[CH3:23][Si]([N-][Si](C)(C)C)(C)C.[K+].S(OC)(OC)(=O)=O. (7) Given the product [NH2:31][C:26]1[C:27]([NH:30][C:8](=[O:10])[CH2:7][C:1]2[CH:2]=[CH:3][CH:4]=[CH:5][CH:6]=2)=[N:28][CH:29]=[C:24]([Br:23])[CH:25]=1, predict the reactants needed to synthesize it. The reactants are: [C:1]1([CH2:7][C:8]([OH:10])=O)[CH:6]=[CH:5][CH:4]=[CH:3][CH:2]=1.C1N=CN(C(N2C=NC=C2)=O)C=1.[Br:23][C:24]1[CH:25]=[C:26]([NH2:31])[C:27]([NH2:30])=[N:28][CH:29]=1.